From a dataset of Reaction yield outcomes from USPTO patents with 853,638 reactions. Predict the reaction yield, written as a fraction of the theoretical maximum amount of product (1.0 means a 100% yield; for example, 0.34 means a 34% yield). (1) The reactants are C=C[C:3]1[CH:8]=[CH:7][CH:6]=[CH:5]C=1.[NH2-].[Li+].[CH3:11][O:12][C:13]([CH3:19])([O:15]CC#C)[CH3:14].BrCC. The catalyst is CCCCCC. The product is [CH3:11][O:12][C:13]([CH3:19])([O:15][CH2:5][C:6]#[C:7][CH2:8][CH3:3])[CH3:14]. The yield is 0.818. (2) The reactants are [CH3:1][C:2]([O:5][C:6]([N:8]1[CH2:13][CH2:12][N:11]([CH3:14])[CH2:10][CH:9]1[C:15](=[O:20])N(OC)C)=[O:7])([CH3:4])[CH3:3].[O:21]1[C:25]2[CH:26]=[CH:27][CH:28]=[CH:29][C:24]=2[CH:23]=[CH:22]1. No catalyst specified. The product is [C:2]([O:5][C:6]([N:8]1[CH2:13][CH2:12][N:11]([CH3:14])[CH2:10][CH:9]1[C:15]([C:22]1[O:21][C:25]2[CH:26]=[CH:27][CH:28]=[CH:29][C:24]=2[CH:23]=1)=[O:20])=[O:7])([CH3:1])([CH3:3])[CH3:4]. The yield is 0.520. (3) The reactants are [C:1]([Br:5])(Br)(Br)Br.OC[C:8]#[C:9][C:10]1[CH:15]=[CH:14][C:13]([N:16]([CH:24]=[S:25](=[O:27])=[O:26])[C:17](=[O:23])[O:18][C:19]([CH3:22])([CH3:21])[CH3:20])=[CH:12][CH:11]=1.C1C=CC(P(C2C=CC=CC=2)C2C=CC=CC=2)=CC=1.O. The catalyst is C(Cl)Cl. The product is [C:19]([O:18][C:17](=[O:23])[N:16]([C:13]1[CH:12]=[CH:11][C:10]([C:9]#[C:8][CH2:1][Br:5])=[CH:15][CH:14]=1)[CH:24]=[S:25](=[O:27])=[O:26])([CH3:22])([CH3:21])[CH3:20]. The yield is 0.860. (4) The reactants are Cl[C:2]1[CH:7]=[C:6]([C:8]2[CH:9]=[N:10][C:11]([C:14]([F:17])([F:16])[F:15])=[CH:12][CH:13]=2)[CH:5]=[C:4]([Cl:18])[N:3]=1.[CH3:19][O:20][CH2:21][CH2:22][O:23][Na]. The catalyst is COCCO.O. The product is [Cl:18][C:4]1[CH:5]=[C:6]([C:8]2[CH:9]=[N:10][C:11]([C:14]([F:17])([F:16])[F:15])=[CH:12][CH:13]=2)[CH:7]=[C:2]([O:23][CH2:22][CH2:21][O:20][CH3:19])[N:3]=1. The yield is 0.930. (5) The reactants are N[C:2]1[N:11]=[C:10]([C:12]2[CH:21]=[C:20]([CH3:22])[C:15]([O:16][CH2:17][CH2:18][OH:19])=[C:14]([CH3:23])[CH:13]=2)[CH:9]=[C:8]2[C:3]=1[C:4]([O:26][CH3:27])=[CH:5][C:6]([O:24][CH3:25])=[N:7]2.N([O-])=[O:29].[Na+]. The catalyst is O.Cl. The product is [OH:19][CH2:18][CH2:17][O:16][C:15]1[C:20]([CH3:22])=[CH:21][C:12]([C:10]2[NH:11][C:2](=[O:29])[C:3]3[C:4]([O:26][CH3:27])=[CH:5][C:6]([O:24][CH3:25])=[N:7][C:8]=3[CH:9]=2)=[CH:13][C:14]=1[CH3:23]. The yield is 0.260. (6) The reactants are C1(C)C=CC=CC=1.[CH2:8]1[CH2:12][O:11][C:10]2[CH:13]=[CH:14][C:15]3[CH2:16][CH2:17][C:18](=O)[C:19]=3[C:9]1=2.[C:21]([CH2:23]P(=O)(OCC)OCC)#[N:22].C[O-].[Na+]. The catalyst is CO.O. The product is [CH2:8]1[CH2:12][O:11][C:10]2[CH:13]=[CH:14][C:15]3[CH2:16][CH2:17]/[C:18](=[CH:23]\[C:21]#[N:22])/[C:19]=3[C:9]1=2. The yield is 0.844. (7) The catalyst is ClCCl. The yield is 0.919. The product is [F:1][C:2]1[CH:3]=[C:4]([CH:8]=[C:9]([F:11])[CH:10]=1)[C:5]([O:7][CH3:12])=[O:6]. The reactants are [F:1][C:2]1[CH:3]=[C:4]([CH:8]=[C:9]([F:11])[CH:10]=1)[C:5]([OH:7])=[O:6].[C:12](Cl)(=O)C(Cl)=O.CN(C)C=O.CO. (8) The catalyst is ClCCCl. The product is [CH2:34]([O:33][C:31](=[O:32])[CH2:30][C:29]([N:18]([C:19]1[CH:24]=[CH:23][C:22]([F:25])=[CH:21][CH:20]=1)[C:9]1[C:10]([C:13]([O:15][CH2:16][CH3:17])=[O:14])=[N:11][CH:12]=[C:7]([CH2:6][C:5]2[CH:4]=[CH:3][C:2]([F:1])=[CH:27][CH:26]=2)[CH:8]=1)=[O:36])[CH3:35]. The yield is 0.800. The reactants are [F:1][C:2]1[CH:27]=[CH:26][C:5]([CH2:6][C:7]2[CH:8]=[C:9]([NH:18][C:19]3[CH:24]=[CH:23][C:22]([F:25])=[CH:21][CH:20]=3)[C:10]([C:13]([O:15][CH2:16][CH3:17])=[O:14])=[N:11][CH:12]=2)=[CH:4][CH:3]=1.Cl[C:29](=[O:36])[CH2:30][C:31]([O:33][CH2:34][CH3:35])=[O:32].CO.ClCCl. (9) The reactants are [Cl:1][C:2]1[N:3]=[CH:4][CH:5]=[C:6]2[CH:10]=[CH:9][NH:8][C:7]=12.[H-].[Na+].CI.[C:15](O)(=O)C. The catalyst is CN(C=O)C. The product is [Cl:1][C:2]1[N:3]=[CH:4][CH:5]=[C:6]2[CH:10]=[CH:9][N:8]([CH3:15])[C:7]=12. The yield is 0.920. (10) The product is [CH:1]1([CH2:6][CH:7]([N:11]2[C:19]3[C:14](=[CH:15][C:16]([CH3:20])=[CH:17][CH:18]=3)[C:13](=[O:21])[C:12]2=[O:22])[C:8]([NH:28][C:24]2[S:23][CH:27]=[CH:26][N:25]=2)=[O:9])[CH2:5][CH2:4][CH2:3][CH2:2]1. The yield is 0.540. The catalyst is CN(C)C=O.C(OCC)(=O)C. The reactants are [CH:1]1([CH2:6][CH:7]([N:11]2[C:19]3[C:14](=[CH:15][C:16]([CH3:20])=[CH:17][CH:18]=3)[C:13](=[O:21])[C:12]2=[O:22])[C:8](O)=[O:9])[CH2:5][CH2:4][CH2:3][CH2:2]1.[S:23]1[CH:27]=[CH:26][N:25]=[C:24]1[NH2:28].C(N(CC)C(C)C)(C)C.F[P-](F)(F)(F)(F)F.N1(O[P+](N(C)C)(N(C)C)N(C)C)C2C=CC=CC=2N=N1.